From a dataset of Forward reaction prediction with 1.9M reactions from USPTO patents (1976-2016). Predict the product of the given reaction. (1) Given the reactants C1C=C[NH+]=CC=1.[O-][Cr](Cl)(=O)=O.[C:12]1([CH2:18][CH2:19][CH:20]2[C:24]3[CH:25]=[C:26]([CH2:29][OH:30])[CH:27]=[CH:28][C:23]=3[O:22][CH2:21]2)[CH:17]=[CH:16][CH:15]=[CH:14][CH:13]=1.C(OCC)C, predict the reaction product. The product is: [C:12]1([CH2:18][CH2:19][CH:20]2[C:24]3[CH:25]=[C:26]([CH:29]=[O:30])[CH:27]=[CH:28][C:23]=3[O:22][CH2:21]2)[CH:13]=[CH:14][CH:15]=[CH:16][CH:17]=1. (2) Given the reactants [CH3:1][N:2]1[C:10]2[CH:9]=[C:8]3[O:11][CH2:12][CH2:13][O:14][C:7]3=[CH:6][C:5]=2[C:4](=O)[C:3]1=[O:16].O.NN, predict the reaction product. The product is: [CH3:1][N:2]1[C:10]2[CH:9]=[C:8]3[O:11][CH2:12][CH2:13][O:14][C:7]3=[CH:6][C:5]=2[CH2:4][C:3]1=[O:16]. (3) The product is: [CH:23]1([C@@:29]([OH:38])([C:33]2[S:34][CH:35]=[CH:36][CH:37]=2)[C:30]([OH:32])=[O:31])[CH2:28][CH2:27][CH2:26][CH2:25][CH2:24]1.[CH2:1]=[CH:2][C@@H:3]1[C@@H:8]2[CH2:9][C@@H:10]([C@H:11]([OH:22])[C:12]3[C:21]4[C:16](=[CH:17][CH:18]=[CH:19][CH:20]=4)[N:15]=[CH:14][CH:13]=3)[N:5]([CH2:6][CH2:7]2)[CH2:4]1. Given the reactants [CH2:1]=[CH:2][C@@H:3]1[C@@H:8]2[CH2:9][C@@H:10]([C@H:11]([OH:22])[C:12]3[C:21]4[C:16](=[CH:17][CH:18]=[CH:19][CH:20]=4)[N:15]=[CH:14][CH:13]=3)[N:5]([CH2:6][CH2:7]2)[CH2:4]1.[CH:23]1([C:29]([OH:38])([C:33]2[S:34][CH:35]=[CH:36][CH:37]=2)[C:30]([OH:32])=[O:31])[CH2:28][CH2:27][CH2:26][CH2:25][CH2:24]1, predict the reaction product. (4) Given the reactants [CH3:1]N1C(=O)CCC1.C[C:9]1[C:17](N)=[CH:16][CH:15]=[CH:14][C:10]=1[C:11]([OH:13])=O.[NH2:19][C:20]([NH2:22])=[O:21], predict the reaction product. The product is: [CH3:1][C:17]1[CH:16]=[CH:15][CH:14]=[C:10]2[C:9]=1[NH:22][C:20](=[O:21])[NH:19][C:11]2=[O:13]. (5) Given the reactants Br[C:2]1[C:3]([CH:9]=[N:10][C:11]([CH3:14])([CH3:13])C)=[CH:4][C:5]([Cl:8])=[N:6][CH:7]=1.C(#N)C.[CH:18]1(C#C)[CH2:23][CH2:22]C[CH2:20][CH2:19]1, predict the reaction product. The product is: [Cl:8][C:5]1[N:6]=[CH:7][C:2]2[C:3]([CH:4]=1)=[CH:9][N:10]=[C:11]([CH:13]1[CH2:22][CH2:23][CH2:18][CH2:19][CH2:20]1)[CH:14]=2.